Dataset: Reaction yield outcomes from USPTO patents with 853,638 reactions. Task: Predict the reaction yield, written as a fraction of the theoretical maximum amount of product (1.0 means a 100% yield; for example, 0.34 means a 34% yield). (1) The reactants are [CH2:1]([O:8][C:9]1[CH:17]=[N:16][CH:15]=[C:14]([O:18][CH2:19][C:20]2[CH:25]=[CH:24][CH:23]=[CH:22][CH:21]=2)[C:10]=1[C:11](N)=[O:12])[C:2]1[CH:7]=[CH:6][CH:5]=[CH:4][CH:3]=1. The catalyst is C1COCC1. The product is [CH2:1]([O:8][C:9]1[CH:17]=[N:16][CH:15]=[C:14]([O:18][CH2:19][C:20]2[CH:25]=[CH:24][CH:23]=[CH:22][CH:21]=2)[C:10]=1[CH:11]=[O:12])[C:2]1[CH:3]=[CH:4][CH:5]=[CH:6][CH:7]=1.[CH2:1]([O:8][C:9]1[CH:17]=[N:16][CH:15]=[C:14]([O:18][CH2:19][C:20]2[CH:25]=[CH:24][CH:23]=[CH:22][CH:21]=2)[C:10]=1[CH2:11][OH:12])[C:2]1[CH:3]=[CH:4][CH:5]=[CH:6][CH:7]=1. The yield is 0.380. (2) The reactants are [OH:1][C:2]1[CH:9]=[CH:8][C:5]([CH:6]=O)=[CH:4][CH:3]=1.[C:10]([O:14][C:15]([CH3:18])([CH3:17])[CH3:16])(=[O:13])[NH:11][NH2:12].Cl. The catalyst is C1COCC1. The product is [C:15]([O:14][C:10]([NH:11][N:12]=[CH:6][C:5]1[CH:8]=[CH:9][C:2]([OH:1])=[CH:3][CH:4]=1)=[O:13])([CH3:18])([CH3:17])[CH3:16]. The yield is 1.00. (3) The reactants are [NH:1]1[C:9]2[C:4](=[CH:5][CH:6]=[CH:7][CH:8]=2)[CH2:3][C:2]1=[O:10].C([Li])CCC.CN(C)CCN(C)C.I[CH2:25][CH2:26][CH2:27][CH2:28][CH2:29]I.[Cl-].[NH4+]. The catalyst is O1CCCC1.CCOC(C)=O. The product is [NH:1]1[C:9]2[C:4](=[CH:5][CH:6]=[CH:7][CH:8]=2)[C:3]2([CH2:29][CH2:28][CH2:27][CH2:26][CH2:25]2)[C:2]1=[O:10]. The yield is 0.696. (4) The reactants are [Br:1][C:2]1[CH:7]=[CH:6][C:5]([Cl:8])=[C:4]([CH3:9])[CH:3]=1.[Br:10]N1C(=O)CCC1=O.C(OOC(=O)C1C=CC=CC=1)(=O)C1C=CC=CC=1.ClCCl. The catalyst is C(Cl)(Cl)(Cl)Cl. The product is [Br:1][C:2]1[CH:7]=[CH:6][C:5]([Cl:8])=[C:4]([CH2:9][Br:10])[CH:3]=1. The yield is 0.700. (5) The reactants are [Cl:1][C:2]1[C:7]([N:8]2[CH2:13][CH2:12][N:11]([CH2:14][CH:15]([F:17])[F:16])[CH2:10][CH2:9]2)=[CH:6][C:5]([C:18]#[N:19])=[CH:4][C:3]=1[NH:20][C:21]1[N:26]=[C:25]([N:27]([CH:37]2[CH2:39][CH2:38]2)CC2C=CC(OC)=CC=2)[C:24]2=[N:40][CH:41]=[C:42]([C:43]#[N:44])[N:23]2[N:22]=1.C1(OC)C=CC=CC=1.FC(F)(F)C(O)=O. The catalyst is ClCCl. The product is [Cl:1][C:2]1[C:7]([N:8]2[CH2:13][CH2:12][N:11]([CH2:14][CH:15]([F:17])[F:16])[CH2:10][CH2:9]2)=[CH:6][C:5]([C:18]#[N:19])=[CH:4][C:3]=1[NH:20][C:21]1[N:26]=[C:25]([NH:27][CH:37]2[CH2:38][CH2:39]2)[C:24]2=[N:40][CH:41]=[C:42]([C:43]#[N:44])[N:23]2[N:22]=1. The yield is 0.505. (6) The reactants are [CH:1]([C:3]1[S:11][C:10]2[C:9](=[O:12])[C:8]([C:13]([O:15][CH2:16][CH3:17])=[O:14])=[CH:7][NH:6][C:5]=2[C:4]=1[CH3:18])=[O:2].[C:19](=O)([O-])[O-].[K+].[K+].CI. The catalyst is CN(C=O)C.O. The product is [CH:1]([C:3]1[S:11][C:10]2[C:9](=[O:12])[C:8]([C:13]([O:15][CH2:16][CH3:17])=[O:14])=[CH:7][N:6]([CH3:19])[C:5]=2[C:4]=1[CH3:18])=[O:2]. The yield is 0.690. (7) The reactants are C([O:8][C:9]1[CH:14]=[CH:13][N:12]([CH3:15])[C:11](=[O:16])[CH:10]=1)C1C=CC=CC=1.C([O-])=O.[NH4+]. The catalyst is [Pd].CO. The product is [OH:8][C:9]1[CH:14]=[CH:13][N:12]([CH3:15])[C:11](=[O:16])[CH:10]=1. The yield is 0.570.